Dataset: Full USPTO retrosynthesis dataset with 1.9M reactions from patents (1976-2016). Task: Predict the reactants needed to synthesize the given product. (1) The reactants are: Cl[C:2]1[CH:3]=[C:4]([C:14]([NH:16][CH2:17][C:18]2[C:19](=[O:26])[NH:20][C:21]([CH3:25])=[CH:22][C:23]=2[CH3:24])=[O:15])[C:5]2[CH:10]=[N:9][N:8]([CH:11]([CH3:13])[CH3:12])[C:6]=2[N:7]=1.[I-].[Na+].[CH2:29](N(CC)CC)[CH3:30].[CH2:36]1CCN2C(=NCCC2)CC1.C1COCC1.CCO[C:55]([CH3:57])=[O:56]. Given the product [CH3:24][C:23]1[CH:22]=[C:21]([CH3:25])[NH:20][C:19](=[O:26])[C:18]=1[CH2:17][NH:16][C:14]([C:4]1[C:5]2[CH:10]=[N:9][N:8]([CH:11]([CH3:13])[CH3:12])[C:6]=2[N:7]=[C:2]([C:29]#[C:30][C:55]([OH:56])([CH3:57])[CH3:36])[CH:3]=1)=[O:15], predict the reactants needed to synthesize it. (2) Given the product [Na+:20].[C:1]([O:5][C:6]([N:8]1[CH2:12][CH2:11][C@:10]([CH2:16][CH2:17][CH3:18])([C:13]([O-:15])=[O:14])[CH2:9]1)=[O:7])([CH3:4])([CH3:3])[CH3:2], predict the reactants needed to synthesize it. The reactants are: [C:1]([O:5][C:6]([N:8]1[CH2:12][CH2:11][C@:10]([CH2:16][CH2:17][CH3:18])([C:13]([OH:15])=[O:14])[CH2:9]1)=[O:7])([CH3:4])([CH3:3])[CH3:2].[OH-].[Na+:20].CO.[Na]. (3) Given the product [N:1]1[CH:6]=[CH:5][N:4]=[C:3]2[NH:7][CH:8]=[C:9]([C:11]3[CH2:16][CH2:15][N:14]([C:17]([O:19][C:20]([CH3:23])([CH3:22])[CH3:21])=[O:18])[CH2:13][CH:12]=3)[C:2]=12, predict the reactants needed to synthesize it. The reactants are: [N:1]1[CH:6]=[CH:5][N:4]=[C:3]2[NH:7][CH:8]=[CH:9][C:2]=12.O=[C:11]1[CH2:16][CH2:15][N:14]([C:17]([O:19][C:20]([CH3:23])([CH3:22])[CH3:21])=[O:18])[CH2:13][CH2:12]1.[OH-].[K+].CCOC(C)=O. (4) Given the product [C:1]([NH:5][S:6]([CH2:9][CH2:10][C:11]1[CH:12]=[CH:13][C:14]([NH2:17])=[CH:15][CH:16]=1)(=[O:8])=[O:7])([CH3:4])([CH3:2])[CH3:3], predict the reactants needed to synthesize it. The reactants are: [C:1]([NH:5][S:6]([CH2:9][CH2:10][C:11]1[CH:16]=[CH:15][C:14]([N+:17]([O-])=O)=[CH:13][CH:12]=1)(=[O:8])=[O:7])([CH3:4])([CH3:3])[CH3:2]. (5) Given the product [OH:67][C:57]1[C:58](=[O:66])[N:59]([CH2:62][CH2:63][O:64][CH3:65])[CH:60]=[CH:61][C:56]=1[C:54]([NH:53][CH2:52][CH2:51][N:20]([CH2:19][CH2:18][NH:17][C:15]([C:14]1[CH:13]=[CH:12][N:11]([CH2:75][CH2:76][O:77][CH3:78])[C:10](=[O:79])[C:9]=1[OH:8])=[O:16])[CH2:21][CH:22]([NH:29][C:30]([C:32]1[CH:37]=[CH:36][N:35]([CH2:38][CH2:39][O:40][CH3:41])[C:34](=[O:42])[C:33]=1[OH:43])=[O:31])[CH2:23][CH2:24][CH2:25][C:26]([OH:28])=[O:27])=[O:55], predict the reactants needed to synthesize it. The reactants are: C([O:8][C:9]1[C:10](=[O:79])[N:11]([CH2:75][CH2:76][O:77][CH3:78])[CH:12]=[CH:13][C:14]=1[C:15]([NH:17][CH2:18][CH2:19][N:20]([CH2:51][CH2:52][NH:53][C:54]([C:56]1[CH:61]=[CH:60][N:59]([CH2:62][CH2:63][O:64][CH3:65])[C:58](=[O:66])[C:57]=1[O:67]CC1C=CC=CC=1)=[O:55])[CH2:21][CH:22]([NH:29][C:30]([C:32]1[CH:37]=[CH:36][N:35]([CH2:38][CH2:39][O:40][CH3:41])[C:34](=[O:42])[C:33]=1[O:43]CC1C=CC=CC=1)=[O:31])[CH2:23][CH2:24][CH2:25][C:26]([OH:28])=[O:27])=[O:16])C1C=CC=CC=1.Cl. (6) The reactants are: Cl[C:2]1[CH:7]=[CH:6][C:5]([I:8])=[CH:4][N:3]=1.[CH3:9][N:10]([CH3:14])[CH2:11][CH2:12][NH2:13]. Given the product [CH3:9][N:10]([CH3:14])[CH2:11][CH2:12][NH:13][C:2]1[CH:7]=[CH:6][C:5]([I:8])=[CH:4][N:3]=1, predict the reactants needed to synthesize it. (7) Given the product [C:31]([C:28]1[CH:27]=[CH:26][C:25]([C@H:24]2[CH:23]=[CH:22][N:21]([S:18]([C:15]3[CH:14]=[CH:13][C:12]([O:11][CH3:10])=[CH:17][CH:16]=3)(=[O:20])=[O:19])[C:2](=[O:1])[C@H:3]2[CH2:4][C:5]([O:7][CH2:8][CH3:9])=[O:6])=[CH:30][CH:29]=1)(=[O:33])[CH3:32], predict the reactants needed to synthesize it. The reactants are: [O:1]=[CH:2]/[CH:3]=[CH:4]/[C:5]([O:7][CH2:8][CH3:9])=[O:6].[CH3:10][O:11][C:12]1[CH:17]=[CH:16][C:15]([S:18]([N:21]=[CH:22]/[CH:23]=[CH:24]/[C:25]2[CH:30]=[CH:29][C:28]([C:31](=[O:33])[CH3:32])=[CH:27][CH:26]=2)(=[O:20])=[O:19])=[CH:14][CH:13]=1. (8) Given the product [C:30]([O:29][C@@H:27]([C:23]1[CH:22]=[CH:21][C:20]2[C:25](=[CH:26][C:17](/[CH:7]=[CH:6]/[C@:2]([CH3:1])([CH2:8][O:9][CH2:10][CH2:11][Si:12]([CH3:15])([CH3:13])[CH3:14])[C:3]([OH:5])=[O:4])=[CH:18][CH:19]=2)[N:24]=1)[CH3:28])(=[O:32])[CH3:31], predict the reactants needed to synthesize it. The reactants are: [CH3:1][C@:2]([CH2:8][O:9][CH2:10][CH2:11][Si:12]([CH3:15])([CH3:14])[CH3:13])([CH:6]=[CH2:7])[C:3]([OH:5])=[O:4].Br[C:17]1[CH:26]=[C:25]2[C:20]([CH:21]=[CH:22][C:23]([C@H:27]([O:29][C:30](=[O:32])[CH3:31])[CH3:28])=[N:24]2)=[CH:19][CH:18]=1.C1(C)C=CC=CC=1P(C1C=CC=CC=1C)C1C=CC=CC=1C.C1(CNCC2CCCCC2)CCCCC1.